From a dataset of Reaction yield outcomes from USPTO patents with 853,638 reactions. Predict the reaction yield, written as a fraction of the theoretical maximum amount of product (1.0 means a 100% yield; for example, 0.34 means a 34% yield). (1) The reactants are [CH:1]1([O:6][C:7](=[O:26])[CH2:8][NH:9][CH2:10][C:11]2[CH:16]=[CH:15][C:14]([CH2:17][NH:18][C:19]([O:21][C:22]([CH3:25])([CH3:24])[CH3:23])=[O:20])=[CH:13][CH:12]=2)[CH2:5][CH2:4][CH2:3][CH2:2]1.C([O-])([O-])=O.[Na+].[Na+].Cl[C:34]([O:36][CH2:37][CH:38]1[C:50]2[CH:49]=[CH:48][CH:47]=[CH:46][C:45]=2[C:44]2[C:39]1=[CH:40][CH:41]=[CH:42][CH:43]=2)=[O:35].O. The catalyst is C(Cl)Cl.O1CCOCC1. The product is [CH:1]1([O:6][C:7](=[O:26])[CH2:8][N:9]([CH2:10][C:11]2[CH:12]=[CH:13][C:14]([CH2:17][NH:18][C:19]([O:21][C:22]([CH3:23])([CH3:25])[CH3:24])=[O:20])=[CH:15][CH:16]=2)[C:34]([O:36][CH2:37][CH:38]2[C:39]3[CH:40]=[CH:41][CH:42]=[CH:43][C:44]=3[C:45]3[C:50]2=[CH:49][CH:48]=[CH:47][CH:46]=3)=[O:35])[CH2:5][CH2:4][CH2:3][CH2:2]1. The yield is 1.00. (2) The reactants are [NH2:1][C:2]1[C:11](Br)=[N:10][C:9]([Br:13])=[CH:8][C:3]=1[C:4]([O:6][CH3:7])=[O:5].[CH3:14][O:15][C:16]1[N:21]=[CH:20][C:19](B(O)O)=[CH:18][CH:17]=1.[F-].[Cs+]. The catalyst is [Pd].C1(P(C2C=CC=CC=2)C2C=CC=CC=2)C=CC=CC=1.C1(P(C2C=CC=CC=2)C2C=CC=CC=2)C=CC=CC=1.C1(P(C2C=CC=CC=2)C2C=CC=CC=2)C=CC=CC=1.C1(P(C2C=CC=CC=2)C2C=CC=CC=2)C=CC=CC=1. The product is [NH2:1][C:2]1[C:11]([C:19]2[CH:20]=[N:21][C:16]([O:15][CH3:14])=[CH:17][CH:18]=2)=[N:10][C:9]([Br:13])=[CH:8][C:3]=1[C:4]([O:6][CH3:7])=[O:5]. The yield is 0.500. (3) The catalyst is C1COCC1. The yield is 0.0300. The reactants are [F:1][C:2]1[CH:3]=[C:4]2[C:8](=[CH:9][CH:10]=1)[NH:7][C:6](=[O:11])[CH2:5]2.C[Si]([N-][Si](C)(C)C)(C)C.[Li+].[C:22]1([CH:28]2[C:32]3[S:33][CH:34]=[CH:35][C:31]=3[C:30](=O)[O:29]2)[CH:27]=[CH:26][CH:25]=[CH:24][CH:23]=1.Cl. The product is [F:1][C:2]1[CH:3]=[C:4]2[C:8](=[CH:9][CH:10]=1)[NH:7][C:6](=[O:11])[C:5]2=[C:30]1[O:29][CH:28]([C:22]2[CH:27]=[CH:26][CH:25]=[CH:24][CH:23]=2)[C:32]2[S:33][CH:34]=[CH:35][C:31]1=2.